From a dataset of Forward reaction prediction with 1.9M reactions from USPTO patents (1976-2016). Predict the product of the given reaction. (1) The product is: [NH2:5][C:6]1[C:15]2[CH:14]=[CH:13][CH:12]=[C:11]([C:16]([NH:18][C:19]3[CH:24]=[C:23]([C:25](=[O:37])[NH:26][C:27]4[CH:28]=[C:29]([C:33]([F:34])([F:35])[F:36])[CH:30]=[CH:31][N:39]=4)[CH:22]=[CH:21][C:20]=3[CH3:38])=[O:17])[C:10]=2[CH:9]=[CH:8][N:7]=1. Given the reactants C([NH:5][C:6]1[C:15]2[CH:14]=[CH:13][CH:12]=[C:11]([C:16]([NH:18][C:19]3[CH:24]=[C:23]([C:25](=[O:37])[NH:26][C:27]4C=[CH:31][CH:30]=[C:29]([C:33]([F:36])([F:35])[F:34])[CH:28]=4)[CH:22]=[CH:21][C:20]=3[CH3:38])=[O:17])[C:10]=2[CH:9]=[CH:8][N:7]=1)(C)(C)C.[NH2:39]C1C=C(C(F)(F)F)C=CN=1, predict the reaction product. (2) Given the reactants [F:1][C:2]1[CH:3]=[C:4]([CH:8]=[CH:9][C:10]=1[C:11]1[O:15][CH:14]=[N:13][CH:12]=1)[C:5]([OH:7])=O.C(OC([N:23]1[CH2:28][CH2:27][CH:26]([NH:29][CH:30]2[CH2:32][CH2:31]2)[CH2:25][CH2:24]1)=O)(C)(C)C.FC(F)(F)C(O)=O, predict the reaction product. The product is: [CH:30]1([N:29]([CH:26]2[CH2:27][CH2:28][NH:23][CH2:24][CH2:25]2)[C:5](=[O:7])[C:4]2[CH:8]=[CH:9][C:10]([C:11]3[O:15][CH:14]=[N:13][CH:12]=3)=[C:2]([F:1])[CH:3]=2)[CH2:32][CH2:31]1. (3) Given the reactants C([N:8]1[C@H:13]([CH3:14])[CH2:12][O:11][C:10]([CH2:16][CH2:17][OH:18])([CH3:15])[CH2:9]1)C1C=CC=CC=1, predict the reaction product. The product is: [CH3:15][C:10]1([CH2:16][CH2:17][OH:18])[O:11][CH2:12][C@@H:13]([CH3:14])[NH:8][CH2:9]1. (4) Given the reactants [Cl:1][C:2]1[CH:3]=[CH:4][CH:5]=[C:6]2[C:11]=1[C:10]([CH2:12][C:13]1[CH:14]=[C:15]([CH:19]=[CH:20][CH:21]=1)[C:16]([OH:18])=O)=[N:9][NH:8][C:7]2=[O:22].[CH2:23]([O:25][CH:26]1[CH2:31][CH2:30][NH:29][CH2:28][CH2:27]1)[CH3:24].C(N(C(C)C)C(C)C)C.CN(C(ON1N=NC2C=CC=CC1=2)=[N+](C)C)C.F[P-](F)(F)(F)(F)F, predict the reaction product. The product is: [Cl:1][C:2]1[CH:3]=[CH:4][CH:5]=[C:6]2[C:11]=1[C:10]([CH2:12][C:13]1[CH:21]=[CH:20][CH:19]=[C:15]([C:16]([N:29]3[CH2:30][CH2:31][CH:26]([O:25][CH2:23][CH3:24])[CH2:27][CH2:28]3)=[O:18])[CH:14]=1)=[N:9][NH:8][C:7]2=[O:22].